From a dataset of HIV replication inhibition screening data with 41,000+ compounds from the AIDS Antiviral Screen. Binary Classification. Given a drug SMILES string, predict its activity (active/inactive) in a high-throughput screening assay against a specified biological target. (1) The drug is CCC(C)C(NC(=O)C(Cc1ccccc1)NC(=O)N(CC)c1ccccc1)C(=O)NC(CC(C)C)C(=O)OC. The result is 0 (inactive). (2) The molecule is CC(CC1c2ccccc2CCc2ccccc21)CN(C)C. The result is 0 (inactive). (3) The molecule is O=C(O)c1ccc(CSc2ccccc2)c([N+](=O)[O-])c1. The result is 0 (inactive). (4) The drug is O=c1c(=Cc2ccc3c(c2)OCO3)sc2nnc(Cc3ccccc3)n12. The result is 0 (inactive). (5) The drug is CC1NS(=O)(=O)N(C)C1=O. The result is 0 (inactive).